From a dataset of Full USPTO retrosynthesis dataset with 1.9M reactions from patents (1976-2016). Predict the reactants needed to synthesize the given product. (1) The reactants are: [F:1][C:2]1[CH:3]=[C:4]([C:9]2[CH:10]=[CH:11][C:12]3[N:13]([C:15]([CH2:18][NH:19][C:20]4[CH:21]=[CH:22][N:23]=[C:24]5[C:29]=4[N:28]=[CH:27][C:26]([C:30]4([OH:43])[CH2:35][CH2:34][N:33](C(OC(C)(C)C)=O)[CH2:32][CH2:31]4)=[CH:25]5)=[N:16][N:17]=3)[N:14]=2)[CH:5]=[C:6]([F:8])[CH:7]=1.CC1C=C(C2C=CC3N(C(CN)=NN=3)N=2)SN=1. Given the product [F:1][C:2]1[CH:3]=[C:4]([C:9]2[CH:10]=[CH:11][C:12]3[N:13]([C:15]([CH2:18][NH:19][C:20]4[CH:21]=[CH:22][N:23]=[C:24]5[C:29]=4[N:28]=[CH:27][C:26]([C:30]4([OH:43])[CH2:35][CH2:34][NH:33][CH2:32][CH2:31]4)=[CH:25]5)=[N:16][N:17]=3)[N:14]=2)[CH:5]=[C:6]([F:8])[CH:7]=1, predict the reactants needed to synthesize it. (2) Given the product [C:17]1([CH3:21])[CH:18]=[CH:19][CH:20]=[C:15]([C:7]2[C:8]3[C:9](=[N:10][CH:11]=[N:12][C:13]=3[NH2:14])[NH:5][N:6]=2)[CH:16]=1, predict the reactants needed to synthesize it. The reactants are: C([N:5]1[C:9]2=[N:10][CH:11]=[N:12][C:13]([NH2:14])=[C:8]2[C:7]([C:15]2[CH:16]=[C:17]([CH3:21])[CH:18]=[CH:19][CH:20]=2)=[N:6]1)(C)(C)C. (3) Given the product [Cl:1][C:2]1[CH:3]=[C:4]([C@@H:12]([CH2:16][CH:17]2[CH2:21][CH2:20][CH2:19][C:18]2=[O:22])[C:13]([NH:29][C:30]2[CH:35]=[N:34][CH:33]=[CH:32][N:31]=2)=[O:14])[CH:5]=[CH:6][C:7]=1[S:8]([CH3:11])(=[O:10])=[O:9], predict the reactants needed to synthesize it. The reactants are: [Cl:1][C:2]1[CH:3]=[C:4]([C@@H:12]([CH2:16][CH:17]2[CH2:21][CH2:20][CH2:19][C:18]2=[O:22])[C:13](O)=[O:14])[CH:5]=[CH:6][C:7]=1[S:8]([CH3:11])(=[O:10])=[O:9].C(Cl)(=O)C(Cl)=O.[NH2:29][C:30]1[CH:35]=[N:34][CH:33]=[CH:32][N:31]=1.N1C=CC=CC=1. (4) Given the product [N+:1]([C:4]1[CH:9]=[CH:8][C:7]([C:10]2[S:39][C:13]([C:15]34[CH2:24][CH:19]5[CH2:20][CH:21]([CH2:23][C:17]([C:25]([O:27][CH3:28])=[O:26])([CH2:18]5)[CH2:16]3)[CH2:22]4)=[N:12][CH:11]=2)=[CH:6][CH:5]=1)([O-:3])=[O:2], predict the reactants needed to synthesize it. The reactants are: [N+:1]([C:4]1[CH:9]=[CH:8][C:7]([C:10](=O)[CH2:11][NH:12][C:13]([C:15]23[CH2:24][CH:19]4[CH2:20][CH:21]([CH2:23][C:17]([C:25]([O:27][CH3:28])=[O:26])([CH2:18]4)[CH2:16]2)[CH2:22]3)=O)=[CH:6][CH:5]=1)([O-:3])=[O:2].COC1C=CC(P2(SP(C3C=CC(OC)=CC=3)(=S)S2)=[S:39])=CC=1.C([O-])(O)=O.[Na+]. (5) Given the product [C:11]([C:7]1[CH:8]=[C:9]2[C:4](=[CH:5][CH:6]=1)[NH:3][C:2](=[O:1])[CH:10]2[C:54]1[CH:63]=[CH:62][C:61]2[CH2:60][N:59]([C:64]([O:66][C:67]([CH3:70])([CH3:69])[CH3:68])=[O:65])[CH2:58][CH2:57][C:56]=2[N:55]=1)#[N:12], predict the reactants needed to synthesize it. The reactants are: [O:1]=[C:2]1[CH2:10][C:9]2[C:4](=[CH:5][CH:6]=[C:7]([C:11]#[N:12])[CH:8]=2)[NH:3]1.CC(C1C=C(C(C)C)C(C2C=CC=CC=2P(C2CCCCC2)C2CCCCC2)=C(C(C)C)C=1)C.C([O-])([O-])=O.[K+].[K+].Cl[C:54]1[CH:63]=[CH:62][C:61]2[CH2:60][N:59]([C:64]([O:66][C:67]([CH3:70])([CH3:69])[CH3:68])=[O:65])[CH2:58][CH2:57][C:56]=2[N:55]=1.